This data is from Reaction yield outcomes from USPTO patents with 853,638 reactions. The task is: Predict the reaction yield, written as a fraction of the theoretical maximum amount of product (1.0 means a 100% yield; for example, 0.34 means a 34% yield). (1) The reactants are Cl[C:2]1[C:7]2[C:8](=[O:22])[N:9]([CH2:11][C:12]3[CH:17]=[CH:16][C:15]([O:18][CH3:19])=[CH:14][C:13]=3[O:20][CH3:21])[CH2:10][C:6]=2[C:5]([F:23])=[C:4]([NH:24][C@H:25]2[CH2:30][CH2:29][CH2:28][CH2:27][C@H:26]2[NH:31][C:32](=[O:38])[O:33][C:34]([CH3:37])([CH3:36])[CH3:35])[N:3]=1.[CH3:39][N:40]1[CH:44]=[C:43](B2OC(C)(C)C(C)(C)O2)[CH:42]=[N:41]1. The yield is 0.740. The catalyst is O1CCOCC1.C([O-])([O-])=O.[Na+].[Na+].Cl[Pd](Cl)([P](C1C=CC=CC=1)(C1C=CC=CC=1)C1C=CC=CC=1)[P](C1C=CC=CC=1)(C1C=CC=CC=1)C1C=CC=CC=1. The product is [CH3:21][O:20][C:13]1[CH:14]=[C:15]([O:18][CH3:19])[CH:16]=[CH:17][C:12]=1[CH2:11][N:9]1[CH2:10][C:6]2[C:5]([F:23])=[C:4]([NH:24][C@H:25]3[CH2:30][CH2:29][CH2:28][CH2:27][C@H:26]3[NH:31][C:32](=[O:38])[O:33][C:34]([CH3:37])([CH3:36])[CH3:35])[N:3]=[C:2]([C:43]3[CH:42]=[N:41][N:40]([CH3:39])[CH:44]=3)[C:7]=2[C:8]1=[O:22]. (2) The reactants are [CH2:1]([N:8]1[CH2:13][CH2:12][C:11]([CH2:15][NH:16][C:17](=[O:20])[CH2:18]Cl)([OH:14])[CH2:10][CH2:9]1)[C:2]1[CH:7]=[CH:6][CH:5]=[CH:4][CH:3]=1.CC(C)([O-])C.[K+]. The catalyst is O1CCCC1. The product is [CH2:1]([N:8]1[CH2:13][CH2:12][C:11]2([O:14][CH2:18][C:17](=[O:20])[NH:16][CH2:15]2)[CH2:10][CH2:9]1)[C:2]1[CH:7]=[CH:6][CH:5]=[CH:4][CH:3]=1. The yield is 0.620. (3) The reactants are [NH2:1][C:2]1[CH:3]=[CH:4][C:5]([Cl:9])=[C:6]([OH:8])[CH:7]=1.[N:10]1[CH:15]=[CH:14][CH:13]=[CH:12][C:11]=1[CH2:16]O.C1(P(C2C=CC=CC=2)C2C=CC=CC=2)C=CC=CC=1.CCOC(/N=N/C(OCC)=O)=O. The catalyst is C1COCC1. The product is [Cl:9][C:5]1[CH:4]=[CH:3][C:2]([NH2:1])=[CH:7][C:6]=1[O:8][CH2:16][C:11]1[CH:12]=[CH:13][CH:14]=[CH:15][N:10]=1. The yield is 0.720. (4) The reactants are Br[C:2]1[CH:3]=[C:4]2[C:8](=[CH:9][CH:10]=1)[N:7]([CH3:11])[N:6]=[C:5]2[NH:12][S:13]([CH3:16])(=[O:15])=[O:14].[CH:17]1([N:20]2[CH2:25][C:24]3([CH2:30][CH2:29][N:28]([S:31]([C:34]4[CH:39]=[CH:38][C:37](B5OC(C)(C)C(C)(C)O5)=[CH:36][CH:35]=4)(=[O:33])=[O:32])[CH2:27][CH2:26]3)[O:23][CH2:22][C:21]2=[O:49])[CH2:19][CH2:18]1. The product is [CH:17]1([N:20]2[CH2:25][C:24]3([CH2:30][CH2:29][N:28]([S:31]([C:34]4[CH:35]=[CH:36][C:37]([C:2]5[CH:3]=[C:4]6[C:8](=[CH:9][CH:10]=5)[N:7]([CH3:11])[N:6]=[C:5]6[NH:12][S:13]([CH3:16])(=[O:15])=[O:14])=[CH:38][CH:39]=4)(=[O:32])=[O:33])[CH2:27][CH2:26]3)[O:23][CH2:22][C:21]2=[O:49])[CH2:18][CH2:19]1. No catalyst specified. The yield is 0.140. (5) The reactants are [CH3:1][O:2][C:3]([C:5]1[CH:10]=[C:9]([CH3:11])[N:8]=[C:7](Cl)[N:6]=1)=[O:4].[C:13]1([C:22]2[CH:27]=[CH:26][CH:25]=[CH:24][CH:23]=2)[CH:18]=[CH:17][C:16](B(O)O)=[CH:15][CH:14]=1.C(P(C(C)(C)C)C(C)(C)C)(C)(C)C.[F-].[K+]. The catalyst is C1COCC1.C1C=CC(/C=C/C(/C=C/C2C=CC=CC=2)=O)=CC=1.C1C=CC(/C=C/C(/C=C/C2C=CC=CC=2)=O)=CC=1.C1C=CC(/C=C/C(/C=C/C2C=CC=CC=2)=O)=CC=1.[Pd].[Pd]. The product is [CH3:1][O:2][C:3]([C:5]1[CH:10]=[C:9]([CH3:11])[N:8]=[C:7]([C:25]2[CH:26]=[CH:27][C:22]([C:13]3[CH:18]=[CH:17][CH:16]=[CH:15][CH:14]=3)=[CH:23][CH:24]=2)[N:6]=1)=[O:4]. The yield is 0.410. (6) The reactants are [C:1]([C:3]1[CH:19]=[CH:18][C:6]([O:7][C:8]2[CH:9]=[CH:10][C:11]3[B:15]([OH:16])[O:14][CH2:13][C:12]=3[CH:17]=2)=[CH:5][C:4]=1[C:20]([O:22]C)=[O:21])#[N:2].[OH-].[Na+].Cl. The catalyst is CO. The product is [C:20]([C:4]1[CH:5]=[C:6]([CH:18]=[CH:19][C:3]=1[C:1]#[N:2])[O:7][C:8]1[CH:9]=[CH:10][C:11]2[B:15]([OH:16])[O:14][CH2:13][C:12]=2[CH:17]=1)([OH:22])=[O:21]. The yield is 0.160. (7) The reactants are [Cl:1][C:2]1[CH:7]=[CH:6][CH:5]=[CH:4][C:3]=1[C:8]1[C:9]([C:22]2[CH:27]=[CH:26][C:25]([Cl:28])=[CH:24][CH:23]=2)=[CH:10][C:11]2[N:12]([C:14]([C:17](OCC)=[O:18])=[N:15][N:16]=2)[N:13]=1.[CH2:29]([CH:36]1[CH2:41][CH2:40][NH:39][CH2:38][CH2:37]1)[C:30]1[CH:35]=[CH:34][CH:33]=[CH:32][CH:31]=1. The catalyst is CO. The product is [CH2:29]([CH:36]1[CH2:41][CH2:40][N:39]([C:17]([C:14]2[N:12]3[N:13]=[C:8]([C:3]4[CH:4]=[CH:5][CH:6]=[CH:7][C:2]=4[Cl:1])[C:9]([C:22]4[CH:27]=[CH:26][C:25]([Cl:28])=[CH:24][CH:23]=4)=[CH:10][C:11]3=[N:16][N:15]=2)=[O:18])[CH2:38][CH2:37]1)[C:30]1[CH:35]=[CH:34][CH:33]=[CH:32][CH:31]=1. The yield is 0.660.